Predict the product of the given reaction. From a dataset of Forward reaction prediction with 1.9M reactions from USPTO patents (1976-2016). (1) Given the reactants [CH2:1]([O:8][C:9]([N:11]([CH2:19][CH2:20][CH2:21][C:22]([OH:24])=O)[C:12]1[CH:17]=[CH:16][CH:15]=[CH:14][N+:13]=1[O-:18])=[O:10])[C:2]1[CH:7]=[CH:6][CH:5]=[CH:4][CH:3]=1.Cl.[NH2:26][C:27]1[CH:28]=[CH:29][C:30]2[O:35][CH:34]([CH2:36][C:37]([O:39][CH3:40])=[O:38])[CH2:33][N:32]([C:41]3[CH:46]=[CH:45][CH:44]=[CH:43][CH:42]=3)[C:31]=2[CH:47]=1.Cl.C(N=C=NCCCN(C)C)C.O, predict the reaction product. The product is: [CH2:1]([O:8][C:9]([N:11]([CH2:19][CH2:20][CH2:21][C:22]([NH:26][C:27]1[CH:28]=[CH:29][C:30]2[O:35][CH:34]([CH2:36][C:37]([O:39][CH3:40])=[O:38])[CH2:33][N:32]([C:41]3[CH:42]=[CH:43][CH:44]=[CH:45][CH:46]=3)[C:31]=2[CH:47]=1)=[O:24])[C:12]1[CH:17]=[CH:16][CH:15]=[CH:14][N+:13]=1[O-:18])=[O:10])[C:2]1[CH:3]=[CH:4][CH:5]=[CH:6][CH:7]=1. (2) The product is: [Cl:28][C:24]1[N:25]=[C:26]([O:8][CH2:7][C:5]2[CH:6]=[N:1][CH:2]=[N:3][CH:4]=2)[C:21]([NH:20][S:17]([C:11]2[CH:12]=[CH:13][CH:14]=[C:15]([Cl:16])[C:10]=2[Cl:9])(=[O:19])=[O:18])=[N:22][CH:23]=1. Given the reactants [N:1]1[CH:6]=[C:5]([CH2:7][OH:8])[CH:4]=[N:3][CH:2]=1.[Cl:9][C:10]1[C:15]([Cl:16])=[CH:14][CH:13]=[CH:12][C:11]=1[S:17]([NH:20][C:21]1[C:26](Cl)=[N:25][C:24]([Cl:28])=[CH:23][N:22]=1)(=[O:19])=[O:18], predict the reaction product. (3) Given the reactants [OH:1][C@@H:2]1[C@H:18]2[C@@H:9]([CH2:10][CH2:11][C:12]3[C@:17]2([CH3:19])[CH2:16][CH2:15][C:14](=[O:20])[CH:13]=3)[C@H:8]2[C@@:4]([CH3:26])([C@@:5]([OH:25])([C:21](=[O:24])CO)[CH2:6][CH2:7]2)[CH2:3]1.I(O)(O)(O)(O)(O)=[O:28], predict the reaction product. The product is: [OH:1][C@@H:2]1[C@H:18]2[C@@H:9]([CH2:10][CH2:11][C:12]3[C@:17]2([CH3:19])[CH2:16][CH2:15][C:14](=[O:20])[CH:13]=3)[C@H:8]2[C@@:4]([CH3:26])([C@@:5]([OH:25])([C:21]([OH:28])=[O:24])[CH2:6][CH2:7]2)[CH2:3]1. (4) Given the reactants [C:1]([C:5]1[N:6]=[C:7]([N:22]2[CH2:27][CH2:26]O[CH2:24][CH2:23]2)[C:8]2[N:13]=[N:12][N:11]([CH2:14][C:15]3[CH:20]=[CH:19][CH:18]=[CH:17][C:16]=3[Cl:21])[C:9]=2[N:10]=1)([CH3:4])([CH3:3])[CH3:2].C(C1N=C(Cl)C2N=NN(C[C:42]3[CH:47]=[CH:46][CH:45]=[CH:44][C:43]=3Cl)C=2N=1)(C)(C)C.C1(C2CCNC2)C=CC=CC=1, predict the reaction product. The product is: [C:1]([C:5]1[N:6]=[C:7]([N:22]2[CH2:27][CH2:26][CH:24]([C:42]3[CH:47]=[CH:46][CH:45]=[CH:44][CH:43]=3)[CH2:23]2)[C:8]2[N:13]=[N:12][N:11]([CH2:14][C:15]3[CH:20]=[CH:19][CH:18]=[CH:17][C:16]=3[Cl:21])[C:9]=2[N:10]=1)([CH3:4])([CH3:3])[CH3:2]. (5) Given the reactants [CH3:1][S:2]([C:5]1[CH:6]=[CH:7][C:8]([O:14][CH2:15][C:16]([F:19])([F:18])[F:17])=[C:9]([CH:13]=1)[C:10]([OH:12])=O)(=[O:4])=[O:3].CN(C(ON1N=NC2C=CC=CC1=2)=[N+](C)C)C.[B-](F)(F)(F)F.C(N(C(C)C)C(C)C)C.[F:51][C:52]([F:66])([F:65])[C:53]1[CH:58]=[CH:57][C:56]([C:59]2[CH2:60][CH2:61][NH:62][CH2:63][CH:64]=2)=[CH:55][CH:54]=1, predict the reaction product. The product is: [CH3:1][S:2]([C:5]1[CH:6]=[CH:7][C:8]([O:14][CH2:15][C:16]([F:19])([F:18])[F:17])=[C:9]([C:10]([N:62]2[CH2:61][CH:60]=[C:59]([C:56]3[CH:57]=[CH:58][C:53]([C:52]([F:51])([F:65])[F:66])=[CH:54][CH:55]=3)[CH2:64][CH2:63]2)=[O:12])[CH:13]=1)(=[O:3])=[O:4].